Task: Predict the reactants needed to synthesize the given product.. Dataset: Full USPTO retrosynthesis dataset with 1.9M reactions from patents (1976-2016) The reactants are: [O-]CC.[Na+].[CH2:5]([C:12]#[N:13])[C:6]1[CH:11]=[CH:10][CH:9]=[CH:8][CH:7]=1.[CH2:14]([N:21]1[CH2:26][CH2:25][C:24](=O)[CH2:23][CH2:22]1)[C:15]1[CH:20]=[CH:19][CH:18]=[CH:17][CH:16]=1. Given the product [CH2:14]([N:21]1[CH2:26][CH2:25][C:24](=[C:5]([C:6]2[CH:11]=[CH:10][CH:9]=[CH:8][CH:7]=2)[C:12]#[N:13])[CH2:23][CH2:22]1)[C:15]1[CH:20]=[CH:19][CH:18]=[CH:17][CH:16]=1, predict the reactants needed to synthesize it.